From a dataset of Catalyst prediction with 721,799 reactions and 888 catalyst types from USPTO. Predict which catalyst facilitates the given reaction. Reactant: [NH2:1][C:2]1[C:10]2[N:9]=[C:8]([CH2:11][OH:12])[N:7]([CH3:13])[C:6]=2[CH:5]=[C:4]([Br:14])[CH:3]=1.[CH2:15]([C:17]1[CH:24]=[CH:23][CH:22]=[C:21]([CH3:25])[C:18]=1[CH2:19]Cl)[CH3:16].C(=O)([O-])[O-].[K+].[K+].[I-].[K+]. The catalyst class is: 47. Product: [Br:14][C:4]1[CH:3]=[C:2]([NH:1][CH2:19][C:18]2[C:21]([CH3:25])=[CH:22][CH:23]=[CH:24][C:17]=2[CH2:15][CH3:16])[C:10]2[N:9]=[C:8]([CH2:11][OH:12])[N:7]([CH3:13])[C:6]=2[CH:5]=1.